Dataset: Reaction yield outcomes from USPTO patents with 853,638 reactions. Task: Predict the reaction yield, written as a fraction of the theoretical maximum amount of product (1.0 means a 100% yield; for example, 0.34 means a 34% yield). (1) The reactants are Br[C:2]1[C:7]([CH:8]=[O:9])=[CH:6][N:5]=[CH:4][CH:3]=1.[Cl:10][C:11]1[CH:16]=[CH:15][C:14](B(O)O)=[C:13]([F:20])[CH:12]=1.C(=O)([O-])[O-].[Cs+].[Cs+].C1COCC1. The catalyst is C1C=CC([P]([Pd]([P](C2C=CC=CC=2)(C2C=CC=CC=2)C2C=CC=CC=2)([P](C2C=CC=CC=2)(C2C=CC=CC=2)C2C=CC=CC=2)[P](C2C=CC=CC=2)(C2C=CC=CC=2)C2C=CC=CC=2)(C2C=CC=CC=2)C2C=CC=CC=2)=CC=1.O. The product is [Cl:10][C:11]1[CH:16]=[CH:15][C:14]([C:2]2[C:7]([CH:8]=[O:9])=[CH:6][N:5]=[CH:4][CH:3]=2)=[C:13]([F:20])[CH:12]=1. The yield is 0.390. (2) The reactants are Cl.FC1C=C(C=CC=1)CN1C=C(C2C3C(=NC=C(C4C=CC(C5CCNCC5)=CC=4)C=3)N(S(C3C=CC(C)=CC=3)(=O)=O)C=2)C=N1.[F:46][C:47]1[CH:48]=[C:49]([CH:91]=[CH:92][CH:93]=1)[CH2:50][N:51]1[CH:55]=[C:54]([C:56]2[C:64]3[C:59](=[N:60][CH:61]=[C:62]([C:65]4[CH:66]=[CH:67][C:68]([N:71]5[CH2:76][CH2:75][N:74]([C:77](=[O:80])[CH2:78][OH:79])[CH2:73][CH2:72]5)=[N:69][CH:70]=4)[CH:63]=3)[N:58](S(C3C=CC(C)=CC=3)(=O)=O)[CH:57]=2)[CH:53]=[N:52]1.[OH-].[Li+]. The catalyst is C1COCC1.CO.O. The product is [F:46][C:47]1[CH:48]=[C:49]([CH:91]=[CH:92][CH:93]=1)[CH2:50][N:51]1[CH:55]=[C:54]([C:56]2[C:64]3[C:59](=[N:60][CH:61]=[C:62]([C:65]4[CH:66]=[CH:67][C:68]([N:71]5[CH2:72][CH2:73][N:74]([C:77](=[O:80])[CH2:78][OH:79])[CH2:75][CH2:76]5)=[N:69][CH:70]=4)[CH:63]=3)[NH:58][CH:57]=2)[CH:53]=[N:52]1. The yield is 0.107.